From a dataset of Peptide-MHC class II binding affinity with 134,281 pairs from IEDB. Regression. Given a peptide amino acid sequence and an MHC pseudo amino acid sequence, predict their binding affinity value. This is MHC class II binding data. (1) The peptide sequence is WLWYIKIFIMIVGGLIG. The MHC is DRB1_1302 with pseudo-sequence DRB1_1302. The binding affinity (normalized) is 0.419. (2) The peptide sequence is WIEQEGPEKW. The MHC is HLA-DQA10501-DQB10201 with pseudo-sequence HLA-DQA10501-DQB10201. The binding affinity (normalized) is 0.393. (3) The peptide sequence is MFLGGVKPTHISYIM. The MHC is HLA-DQA10501-DQB10402 with pseudo-sequence HLA-DQA10501-DQB10402. The binding affinity (normalized) is 0.534. (4) The peptide sequence is AAFHSRFVQALTTAA. The MHC is DRB1_1201 with pseudo-sequence DRB1_1201. The binding affinity (normalized) is 0.371. (5) The MHC is DRB1_0301 with pseudo-sequence DRB1_0301. The binding affinity (normalized) is 0.697. The peptide sequence is NLEIDMIVDTISDFR. (6) The peptide sequence is GRWDGEEEVQLIAAV. The MHC is HLA-DQA10201-DQB10303 with pseudo-sequence HLA-DQA10201-DQB10303. The binding affinity (normalized) is 0.351. (7) The MHC is HLA-DQA10501-DQB10301 with pseudo-sequence HLA-DQA10501-DQB10301. The peptide sequence is EKKYFAATQFELLAA. The binding affinity (normalized) is 0.231.